This data is from Peptide-MHC class II binding affinity with 134,281 pairs from IEDB. The task is: Regression. Given a peptide amino acid sequence and an MHC pseudo amino acid sequence, predict their binding affinity value. This is MHC class II binding data. (1) The peptide sequence is MASPGSGFWSFGSEDGSGDS. The MHC is DRB1_0401 with pseudo-sequence DRB1_0401. The binding affinity (normalized) is 0. (2) The peptide sequence is EKDVTDITVKNCVLK. The MHC is DRB3_0202 with pseudo-sequence DRB3_0202. The binding affinity (normalized) is 0.204. (3) The MHC is HLA-DPA10103-DPB10301 with pseudo-sequence HLA-DPA10103-DPB10301. The binding affinity (normalized) is 0.0160. The peptide sequence is KSTNGLRIKSYEDAK.